This data is from Full USPTO retrosynthesis dataset with 1.9M reactions from patents (1976-2016). The task is: Predict the reactants needed to synthesize the given product. (1) Given the product [F:14][C:8]1[CH:9]=[C:10]([F:13])[CH:11]=[CH:12][C:7]=1[CH:5]1[C:4](=[O:15])[C:3]([O:16][S:31]([CH2:30][C:24]2[CH:29]=[CH:28][CH:27]=[CH:26][CH:25]=2)(=[O:33])=[O:32])=[C:2]([NH2:1])[O:6]1, predict the reactants needed to synthesize it. The reactants are: [NH2:1][C:2]1[O:6][CH:5]([C:7]2[CH:12]=[CH:11][C:10]([F:13])=[CH:9][C:8]=2[F:14])[C:4](=[O:15])[C:3]=1[OH:16].C(N(CC)CC)C.[C:24]1([CH2:30][S:31](Cl)(=[O:33])=[O:32])[CH:29]=[CH:28][CH:27]=[CH:26][CH:25]=1.[Cl-].[NH4+]. (2) Given the product [CH3:18][O:17][C:13]1[CH:12]=[C:11]([N:9]([CH3:10])[C:7]([C:4]2[S:3][C:2]([C:21]3[CH:22]=[CH:23][CH:24]=[C:19]([CH3:28])[CH:20]=3)=[N:6][CH:5]=2)=[O:8])[CH:16]=[CH:15][CH:14]=1, predict the reactants needed to synthesize it. The reactants are: Br[C:2]1[S:3][C:4]([C:7]([N:9]([C:11]2[CH:16]=[CH:15][CH:14]=[C:13]([O:17][CH3:18])[CH:12]=2)[CH3:10])=[O:8])=[CH:5][N:6]=1.[C:19]1([CH3:28])[CH:24]=[CH:23][CH:22]=[C:21](B(O)O)[CH:20]=1.C(=O)([O-])[O-].[Cs+].[Cs+]. (3) Given the product [NH2:1][C:4]1[CH:5]=[CH:6][C:7]([C:10]2[CH:11]=[CH:12][C:13]([O:16][CH2:17][CH2:18][O:19][CH2:20][CH2:21][C:22]([O:24][C:25]([CH3:28])([CH3:27])[CH3:26])=[O:23])=[N:14][CH:15]=2)=[CH:8][CH:9]=1, predict the reactants needed to synthesize it. The reactants are: [N+:1]([C:4]1[CH:9]=[CH:8][C:7]([C:10]2[CH:11]=[CH:12][C:13]([O:16][CH2:17][CH2:18][O:19][CH2:20][CH2:21][C:22]([O:24][C:25]([CH3:28])([CH3:27])[CH3:26])=[O:23])=[N:14][CH:15]=2)=[CH:6][CH:5]=1)([O-])=O.[H][H]. (4) Given the product [C:7]([C:3]1[CH:4]=[N:5][NH:6][C:2]=1/[N:1]=[C:9](/[O:11][CH2:12][CH3:13])\[CH3:10])#[N:8], predict the reactants needed to synthesize it. The reactants are: [NH2:1][C:2]1[NH:6][N:5]=[CH:4][C:3]=1[C:7]#[N:8].[CH2:9]([O:11][C:12](OCC)(OCC)[CH3:13])[CH3:10]. (5) Given the product [C:22]([NH:7][C@@H:8]([C:14]([OH:16])=[O:15])[CH2:9][CH2:10][C:11]([OH:13])=[O:12])(=[O:36])[CH2:23][CH2:24][CH2:25][CH2:26][CH2:27][CH2:28][CH2:29][CH2:30][CH2:31][CH2:32][CH2:33][CH2:34][CH3:35], predict the reactants needed to synthesize it. The reactants are: N1C=CC=CC=1.[NH2:7][C@@H:8]([C:14]([OH:16])=[O:15])[CH2:9][CH2:10][C:11]([OH:13])=[O:12].C[Si](Cl)(C)C.[C:22](Cl)(=[O:36])[CH2:23][CH2:24][CH2:25][CH2:26][CH2:27][CH2:28][CH2:29][CH2:30][CH2:31][CH2:32][CH2:33][CH2:34][CH3:35]. (6) Given the product [O:1]=[C:2]1[C:8](=[CH:9][OH:10])[C:7](=[O:18])[N:6]([C:19]2[CH:20]=[CH:21][CH:22]=[CH:23][CH:24]=2)[CH:5]=[CH:4][N:3]1[CH2:25][C:26]([N:28]([CH:37]([CH3:39])[CH3:38])[C:29]1[CH:30]=[CH:31][C:32]([O:35][CH3:36])=[CH:33][CH:34]=1)=[O:27], predict the reactants needed to synthesize it. The reactants are: [O:1]=[C:2]1[C:8](=[CH:9][O:10]CCO[Si](C)(C)C)[C:7](=[O:18])[N:6]([C:19]2[CH:24]=[CH:23][CH:22]=[CH:21][CH:20]=2)[CH:5]=[CH:4][N:3]1[CH2:25][C:26]([N:28]([CH:37]([CH3:39])[CH3:38])[C:29]1[CH:34]=[CH:33][C:32]([O:35][CH3:36])=[CH:31][CH:30]=1)=[O:27].